This data is from Peptide-MHC class I binding affinity with 185,985 pairs from IEDB/IMGT. The task is: Regression. Given a peptide amino acid sequence and an MHC pseudo amino acid sequence, predict their binding affinity value. This is MHC class I binding data. (1) The peptide sequence is FQNVNKITY. The MHC is HLA-B15:01 with pseudo-sequence HLA-B15:01. The binding affinity (normalized) is 0.534. (2) The peptide sequence is ITFALKKLII. The MHC is HLA-A02:01 with pseudo-sequence HLA-A02:01. The binding affinity (normalized) is 0.0884. (3) The peptide sequence is VTPPELIL. The binding affinity (normalized) is 1.00. The MHC is Mamu-A01 with pseudo-sequence Mamu-A01. (4) The peptide sequence is RLLIWAYLSK. The MHC is HLA-A03:01 with pseudo-sequence HLA-A03:01. The binding affinity (normalized) is 1.00. (5) The peptide sequence is FYLFTFTIY. The MHC is HLA-A31:01 with pseudo-sequence HLA-A31:01. The binding affinity (normalized) is 0.0847. (6) The peptide sequence is FTRYRKEAI. The MHC is HLA-A02:19 with pseudo-sequence HLA-A02:19. The binding affinity (normalized) is 0.0847.